From a dataset of Full USPTO retrosynthesis dataset with 1.9M reactions from patents (1976-2016). Predict the reactants needed to synthesize the given product. (1) Given the product [CH3:1][O:2][C:3](=[O:19])[C:4]([C:12]1[CH:17]=[CH:16][C:15]([Br:18])=[CH:14][CH:13]=1)([CH:9]([CH3:11])[CH3:10])[CH2:5][CH2:6][CH2:7][N:29]1[CH2:30][CH2:31][N:26]([C:20]2[CH:25]=[CH:24][CH:23]=[CH:22][CH:21]=2)[CH2:27][CH2:28]1, predict the reactants needed to synthesize it. The reactants are: [CH3:1][O:2][C:3](=[O:19])[C:4]([C:12]1[CH:17]=[CH:16][C:15]([Br:18])=[CH:14][CH:13]=1)([CH:9]([CH3:11])[CH3:10])[CH2:5][CH2:6][CH2:7]Br.[C:20]1([N:26]2[CH2:31][CH2:30][NH:29][CH2:28][CH2:27]2)[CH:25]=[CH:24][CH:23]=[CH:22][CH:21]=1.N1CCNCC1.CCN(CC)CC.I([O-])(=O)=O.[Na+]. (2) Given the product [O:17]1[C:30]2[CH:29]=[CH:23][CH:24]=[CH:25][C:26]=2[CH2:27][CH:28]1[CH2:31][N:32]1[C:37]2=[N:38][C:39]([C:43]3[CH:48]=[CH:47][N:46]=[CH:45][CH:44]=3)=[CH:40][C:41](=[O:42])[N:36]2[CH2:35][C:34]([CH3:49])([CH3:50])[CH2:33]1, predict the reactants needed to synthesize it. The reactants are: CC1(C)CN2C(=[O:17])C=C(C3C=CN=CC=3)N=C2NC1.[H-].[Na+].N1[C:30]2[CH2:29][C@H:28]([CH2:31][N:32]3[C:37]4=[N:38][C:39]([C:43]5[CH:48]=[CH:47][N:46]=[CH:45][CH:44]=5)=[CH:40][C:41](=[O:42])[N:36]4[CH2:35][C:34]([CH3:50])([CH3:49])[CH2:33]3)[CH2:27][C:26]=2[CH:25]=[CH:24][CH:23]=1.O. (3) Given the product [CH2:19]([NH:26][S:27]([C:30]1[CH:35]=[CH:34][C:33]([C:2]2[CH:7]=[CH:6][C:5]([O:8][C:9](=[O:18])[N:10]([CH3:17])[C:11]3[CH:16]=[CH:15][CH:14]=[CH:13][CH:12]=3)=[CH:4][CH:3]=2)=[CH:32][CH:31]=1)(=[O:28])=[O:29])[C:20]1[CH:21]=[CH:22][CH:23]=[CH:24][CH:25]=1, predict the reactants needed to synthesize it. The reactants are: I[C:2]1[CH:7]=[CH:6][C:5]([O:8][C:9](=[O:18])[N:10]([CH3:17])[C:11]2[CH:16]=[CH:15][CH:14]=[CH:13][CH:12]=2)=[CH:4][CH:3]=1.[CH2:19]([NH:26][S:27]([C:30]1[CH:35]=[CH:34][C:33](B(O)O)=[CH:32][CH:31]=1)(=[O:29])=[O:28])[C:20]1[CH:25]=[CH:24][CH:23]=[CH:22][CH:21]=1. (4) The reactants are: Br[C:2]1[C:3]([C:25]2[CH:30]=[CH:29][N:28]=[CH:27][CH:26]=2)=[C:4]([C:17]2[CH:22]=[CH:21][C:20]([F:23])=[C:19]([F:24])[CH:18]=2)[N:5]([Si](C(C)C)(C(C)C)C(C)C)[CH:6]=1.[CH3:31][O:32][C:33]1[CH:38]=[CH:37][C:36]([C@H:39]2[CH2:47][N:46]3[C@H:41]([CH2:42][C:43](=O)[CH2:44][CH2:45]3)[CH2:40]2)=[CH:35][CH:34]=1.C(OCC)(=O)C.C(N)(C)C. Given the product [F:24][C:19]1[CH:18]=[C:17]([C:4]2[NH:5][CH:6]=[C:2]([C:43]3[CH2:44][CH2:45][N:46]4[C@H:41]([CH:42]=3)[CH2:40][C@@H:39]([C:36]3[CH:35]=[CH:34][C:33]([O:32][CH3:31])=[CH:38][CH:37]=3)[CH2:47]4)[C:3]=2[C:25]2[CH:30]=[CH:29][N:28]=[CH:27][CH:26]=2)[CH:22]=[CH:21][C:20]=1[F:23], predict the reactants needed to synthesize it.